Task: Regression. Given two drug SMILES strings and cell line genomic features, predict the synergy score measuring deviation from expected non-interaction effect.. Dataset: NCI-60 drug combinations with 297,098 pairs across 59 cell lines (1) Drug 1: C1CN(P(=O)(OC1)NCCCl)CCCl. Drug 2: CC1C(C(CC(O1)OC2CC(CC3=C2C(=C4C(=C3O)C(=O)C5=C(C4=O)C(=CC=C5)OC)O)(C(=O)CO)O)N)O.Cl. Cell line: UACC-257. Synergy scores: CSS=48.3, Synergy_ZIP=5.79, Synergy_Bliss=2.53, Synergy_Loewe=-10.8, Synergy_HSA=3.99. (2) Drug 1: C1CCN(CC1)CCOC2=CC=C(C=C2)C(=O)C3=C(SC4=C3C=CC(=C4)O)C5=CC=C(C=C5)O. Drug 2: C1C(C(OC1N2C=C(C(=O)NC2=O)F)CO)O. Cell line: SK-MEL-5. Synergy scores: CSS=24.1, Synergy_ZIP=5.37, Synergy_Bliss=5.37, Synergy_Loewe=-23.7, Synergy_HSA=-0.366. (3) Drug 1: CCC1(CC2CC(C3=C(CCN(C2)C1)C4=CC=CC=C4N3)(C5=C(C=C6C(=C5)C78CCN9C7C(C=CC9)(C(C(C8N6C=O)(C(=O)OC)O)OC(=O)C)CC)OC)C(=O)OC)O.OS(=O)(=O)O. Drug 2: C1=NC(=NC(=O)N1C2C(C(C(O2)CO)O)O)N. Cell line: OVCAR3. Synergy scores: CSS=61.6, Synergy_ZIP=-4.40, Synergy_Bliss=-8.23, Synergy_Loewe=-11.6, Synergy_HSA=-5.61. (4) Drug 1: CCC1=CC2CC(C3=C(CN(C2)C1)C4=CC=CC=C4N3)(C5=C(C=C6C(=C5)C78CCN9C7C(C=CC9)(C(C(C8N6C)(C(=O)OC)O)OC(=O)C)CC)OC)C(=O)OC.C(C(C(=O)O)O)(C(=O)O)O. Drug 2: CCN(CC)CCCC(C)NC1=C2C=C(C=CC2=NC3=C1C=CC(=C3)Cl)OC. Cell line: TK-10. Synergy scores: CSS=41.8, Synergy_ZIP=-3.83, Synergy_Bliss=6.85, Synergy_Loewe=2.14, Synergy_HSA=9.41. (5) Drug 1: CC1=C(C=C(C=C1)NC2=NC=CC(=N2)N(C)C3=CC4=NN(C(=C4C=C3)C)C)S(=O)(=O)N.Cl. Drug 2: CC1=C2C(C(=O)C3(C(CC4C(C3C(C(C2(C)C)(CC1OC(=O)C(C(C5=CC=CC=C5)NC(=O)OC(C)(C)C)O)O)OC(=O)C6=CC=CC=C6)(CO4)OC(=O)C)OC)C)OC. Cell line: SK-MEL-28. Synergy scores: CSS=33.7, Synergy_ZIP=7.15, Synergy_Bliss=7.45, Synergy_Loewe=-10.4, Synergy_HSA=5.47. (6) Drug 1: COC1=C(C=C2C(=C1)N=CN=C2NC3=CC(=C(C=C3)F)Cl)OCCCN4CCOCC4. Drug 2: CC1C(C(=O)NC(C(=O)N2CCCC2C(=O)N(CC(=O)N(C(C(=O)O1)C(C)C)C)C)C(C)C)NC(=O)C3=C4C(=C(C=C3)C)OC5=C(C(=O)C(=C(C5=N4)C(=O)NC6C(OC(=O)C(N(C(=O)CN(C(=O)C7CCCN7C(=O)C(NC6=O)C(C)C)C)C)C(C)C)C)N)C. Cell line: UACC62. Synergy scores: CSS=41.6, Synergy_ZIP=5.40, Synergy_Bliss=11.5, Synergy_Loewe=12.4, Synergy_HSA=12.0. (7) Drug 1: CN(C)C1=NC(=NC(=N1)N(C)C)N(C)C. Drug 2: CC12CCC3C(C1CCC2OP(=O)(O)O)CCC4=C3C=CC(=C4)OC(=O)N(CCCl)CCCl.[Na+]. Cell line: NCI/ADR-RES. Synergy scores: CSS=-3.90, Synergy_ZIP=0.372, Synergy_Bliss=-3.18, Synergy_Loewe=-5.71, Synergy_HSA=-4.99.